This data is from Forward reaction prediction with 1.9M reactions from USPTO patents (1976-2016). The task is: Predict the product of the given reaction. Given the reactants Br[C:2]1[CH:7]=[CH:6][C:5]([N:8]2[CH2:12][CH2:11][N:10]([CH2:13][C:14]([F:17])([F:16])[F:15])[C:9]2=[O:18])=[C:4]([Cl:19])[CH:3]=1.[Si:20]([O:27][CH2:28][CH2:29][NH2:30])([C:23]([CH3:26])([CH3:25])[CH3:24])([CH3:22])[CH3:21].C([O-])([O-])=O.[Cs+].[Cs+], predict the reaction product. The product is: [Si:20]([O:27][CH2:28][CH2:29][NH:30][C:2]1[CH:7]=[CH:6][C:5]([N:8]2[CH2:12][CH2:11][N:10]([CH2:13][C:14]([F:17])([F:16])[F:15])[C:9]2=[O:18])=[C:4]([Cl:19])[CH:3]=1)([C:23]([CH3:25])([CH3:26])[CH3:24])([CH3:22])[CH3:21].